From a dataset of Peptide-MHC class I binding affinity with 185,985 pairs from IEDB/IMGT. Regression. Given a peptide amino acid sequence and an MHC pseudo amino acid sequence, predict their binding affinity value. This is MHC class I binding data. (1) The peptide sequence is SLRTRAIQT. The MHC is HLA-B08:01 with pseudo-sequence HLA-B08:01. The binding affinity (normalized) is 0.372. (2) The peptide sequence is DPHGPVQLSYYD. The MHC is HLA-B45:01 with pseudo-sequence HLA-B45:01. The binding affinity (normalized) is 0. (3) The peptide sequence is NQRETTVVW. The binding affinity (normalized) is 0.0847. The MHC is HLA-B40:01 with pseudo-sequence HLA-B40:01. (4) The peptide sequence is IFLIITKVF. The MHC is HLA-A68:02 with pseudo-sequence HLA-A68:02. The binding affinity (normalized) is 0.0847. (5) The peptide sequence is STPPLVRLV. The MHC is Mamu-A02 with pseudo-sequence Mamu-A02. The binding affinity (normalized) is 0.